From a dataset of Reaction yield outcomes from USPTO patents with 853,638 reactions. Predict the reaction yield, written as a fraction of the theoretical maximum amount of product (1.0 means a 100% yield; for example, 0.34 means a 34% yield). (1) The reactants are [Br:1]Br.[Br:3][C:4]1[CH:9]=[CH:8][CH:7]=[CH:6][C:5]=1[CH2:10][CH2:11][C:12]1[CH:13]=[C:14]([C:17]([OH:19])=[O:18])[NH:15][CH:16]=1.O. The catalyst is C(O)(=O)C.CCOC(C)=O. The product is [Br:1][C:16]1[NH:15][C:14]([C:17]([OH:19])=[O:18])=[CH:13][C:12]=1[CH2:11][CH2:10][C:5]1[CH:6]=[CH:7][CH:8]=[CH:9][C:4]=1[Br:3]. The yield is 0.446. (2) The catalyst is C(O)C. The reactants are [Br:1][C:2]1[C:10]2[C:5](=[CH:6][CH:7]=[C:8]([C:11]#[N:12])[CH:9]=2)[N:4]([CH:13]2[CH2:18][CH2:17][CH2:16][CH2:15][O:14]2)[N:3]=1.[OH:19]O.[OH-].[Na+].Cl. The product is [Br:1][C:2]1[C:10]2[C:5](=[CH:6][CH:7]=[C:8]([C:11]([NH2:12])=[O:19])[CH:9]=2)[N:4]([CH:13]2[CH2:18][CH2:17][CH2:16][CH2:15][O:14]2)[N:3]=1. The yield is 0.950. (3) The reactants are [CH2:1]([C:3]1[CH:8]=[C:7]([C:9]([F:21])([C:17]([F:20])([F:19])[F:18])[C:10]([F:16])([F:15])[C:11]([F:14])([F:13])[F:12])[CH:6]=[C:5]([CH3:22])[C:4]=1[NH:23][C:24](=[O:36])[C:25]1[CH:30]=[CH:29][CH:28]=[C:27]([N+:31]([O-])=O)[C:26]=1[O:34][CH3:35])[CH3:2].[Sn](Cl)(Cl)(Cl)Cl.Cl. The catalyst is C(O)(C)C. The product is [NH2:31][C:27]1[C:26]([O:34][CH3:35])=[C:25]([CH:30]=[CH:29][CH:28]=1)[C:24]([NH:23][C:4]1[C:5]([CH3:22])=[CH:6][C:7]([C:9]([F:21])([C:17]([F:18])([F:19])[F:20])[C:10]([F:15])([F:16])[C:11]([F:14])([F:13])[F:12])=[CH:8][C:3]=1[CH2:1][CH3:2])=[O:36]. The yield is 0.480. (4) The reactants are CO.[OH-].[Na+].[NH2:5][C:6]1[C:11]([C:12]2[O:16][N:15]=[C:14]([CH2:17][C:18]3[CH:23]=[CH:22][C:21]([OH:24])=[CH:20][CH:19]=3)[CH:13]=2)=[CH:10][CH:9]=[CH:8][N:7]=1.Cl[CH2:26][C:27]1[CH:32]=[C:31]([CH3:33])[CH:30]=[CH:29][N:28]=1. The yield is 0.302. The catalyst is CN(C)C=O. The product is [CH3:33][C:31]1[CH:30]=[CH:29][N:28]=[C:27]([CH2:26][O:24][C:21]2[CH:22]=[CH:23][C:18]([CH2:17][C:14]3[CH:13]=[C:12]([C:11]4[C:6]([NH2:5])=[N:7][CH:8]=[CH:9][CH:10]=4)[O:16][N:15]=3)=[CH:19][CH:20]=2)[CH:32]=1. (5) The reactants are Cl[C:2]1[N:6]([CH3:7])[N:5]=[CH:4][C:3]=1[N+:8]([O-:10])=[O:9].[NH:11]1[CH2:16][CH2:15][CH2:14][CH2:13][CH2:12]1. No catalyst specified. The product is [CH3:7][N:6]1[C:2]([N:11]2[CH2:16][CH2:15][CH2:14][CH2:13][CH2:12]2)=[C:3]([N+:8]([O-:10])=[O:9])[CH:4]=[N:5]1. The yield is 0.890. (6) The reactants are Cl[CH2:2][CH2:3][C:4]([C:6]1[S:10][C:9]2[CH2:11][C:12]([CH3:15])([CH3:14])[CH2:13][C:8]=2[CH:7]=1)=[O:5].S(=O)(=O)(O)O.P([O-])([O-])(O)=O.[K+].[K+].C(OCC)(=O)C. The catalyst is O. The product is [CH3:14][C:12]1([CH3:15])[CH2:13][C:8]2[C:7]3[CH2:2][CH2:3][C:4](=[O:5])[C:6]=3[S:10][C:9]=2[CH2:11]1. The yield is 0.370.